This data is from Reaction yield outcomes from USPTO patents with 853,638 reactions. The task is: Predict the reaction yield, written as a fraction of the theoretical maximum amount of product (1.0 means a 100% yield; for example, 0.34 means a 34% yield). (1) The reactants are [Cl:1][C:2]1[CH:19]=[C:18]([F:20])[CH:17]=[CH:16][C:3]=1[CH2:4][O:5][C:6]1[CH:13]=[CH:12][C:9]([CH:10]=O)=[CH:8][C:7]=1[O:14][CH3:15].[S:21]1[CH2:25][C:24](=[O:26])[NH:23][C:22]1=[O:27].C([O-])(=O)C.[Na+]. The catalyst is O. The product is [Cl:1][C:2]1[CH:19]=[C:18]([F:20])[CH:17]=[CH:16][C:3]=1[CH2:4][O:5][C:6]1[CH:13]=[CH:12][C:9]([CH:10]=[C:25]2[S:21][C:22](=[O:27])[NH:23][C:24]2=[O:26])=[CH:8][C:7]=1[O:14][CH3:15]. The yield is 0.350. (2) The reactants are [CH2:1]([C@H:3]1[C@@H:7]([N:8]=C=O)[CH2:6][C@@H:5]([NH:11][S:12]([CH:15]2[CH2:17][CH2:16]2)(=[O:14])=[O:13])[CH2:4]1)[CH3:2].[ClH:18].CCOCC.CCOC(C)=O. The catalyst is O. The product is [ClH:18].[NH2:8][C@@H:7]1[C@H:3]([CH2:1][CH3:2])[CH2:4][C@H:5]([NH:11][S:12]([CH:15]2[CH2:17][CH2:16]2)(=[O:14])=[O:13])[CH2:6]1. The yield is 0.850. (3) The reactants are Cl.[C:2]([N:5]1[CH2:10][CH2:9][N:8]([CH2:11][C:12]([OH:14])=O)[CH2:7][CH2:6]1)(=[O:4])[CH3:3].[NH2:15][C@@H:16]([CH2:34][O:35][CH2:36][C:37]1[CH:42]=[CH:41][CH:40]=[CH:39][CH:38]=1)[C:17]([NH:19][C:20]1[CH:25]=[CH:24][C:23]([O:26][C:27]2[CH:32]=[CH:31][C:30]([F:33])=[CH:29][CH:28]=2)=[CH:22][CH:21]=1)=[O:18]. No catalyst specified. The product is [C:2]([N:5]1[CH2:6][CH2:7][N:8]([CH2:11][C:12]([NH:15][C@@H:16]([CH2:34][O:35][CH2:36][C:37]2[CH:38]=[CH:39][CH:40]=[CH:41][CH:42]=2)[C:17]([NH:19][C:20]2[CH:21]=[CH:22][C:23]([O:26][C:27]3[CH:32]=[CH:31][C:30]([F:33])=[CH:29][CH:28]=3)=[CH:24][CH:25]=2)=[O:18])=[O:14])[CH2:9][CH2:10]1)(=[O:4])[CH3:3]. The yield is 0.313. (4) The reactants are [Br:1][C:2]1[C:11]2[C:6](=[CH:7][CH:8]=[CH:9][CH:10]=2)[CH:5]=[CH:4][C:3]=1[OH:12].[OH-].[K+].[CH3:15]S(C)=O.IC. The catalyst is O. The product is [Br:1][C:2]1[C:11]2[C:6](=[CH:7][CH:8]=[CH:9][CH:10]=2)[CH:5]=[CH:4][C:3]=1[O:12][CH3:15]. The yield is 0.690. (5) The reactants are [Cl:1][C:2]1[N:7]=[C:6]([NH:8][CH:9]([CH2:16][C:17]([O:19][CH2:20][CH3:21])=[O:18])[CH2:10][C:11]([O:13][CH2:14][CH3:15])=[O:12])[C:5]([N+:22]([O-])=O)=[CH:4][CH:3]=1.CC(O)C.C(O)(=O)C. The catalyst is [Fe].O. The product is [NH2:22][C:5]1[C:6]([NH:8][CH:9]([CH2:10][C:11]([O:13][CH2:14][CH3:15])=[O:12])[CH2:16][C:17]([O:19][CH2:20][CH3:21])=[O:18])=[N:7][C:2]([Cl:1])=[CH:3][CH:4]=1. The yield is 0.750.